Dataset: Forward reaction prediction with 1.9M reactions from USPTO patents (1976-2016). Task: Predict the product of the given reaction. (1) Given the reactants [F:1][C:2]1[CH:7]=[CH:6][C:5]([C@:8]2([CH2:32][C:33]([OH:36])([CH3:35])[CH3:34])[O:13][C:12](=[O:14])[N:11]([C@H:15]([C:17]3[CH:22]=[CH:21][C:20](B4OC(C)(C)C(C)(C)O4)=[CH:19][CH:18]=3)[CH3:16])[CH2:10][CH2:9]2)=[CH:4][CH:3]=1.Br[C:38]1[CH:43]=[C:42]([CH3:44])[N+:41]([O-:45])=[C:40]([CH3:46])[CH:39]=1, predict the reaction product. The product is: [F:1][C:2]1[CH:3]=[CH:4][C:5]([C@:8]2([CH2:32][C:33]([OH:36])([CH3:35])[CH3:34])[O:13][C:12](=[O:14])[N:11]([C@H:15]([C:17]3[CH:18]=[CH:19][C:20]([C:38]4[CH:43]=[C:42]([CH3:44])[N+:41]([O-:45])=[C:40]([CH3:46])[CH:39]=4)=[CH:21][CH:22]=3)[CH3:16])[CH2:10][CH2:9]2)=[CH:6][CH:7]=1. (2) The product is: [C:38]([O:41][C:42](=[O:43])[NH:26][C:25]([C:20]1[S:21][C:22]([S:23][CH3:24])=[C:18]([S:15]([C:11]2[CH:12]=[N:13][CH:14]=[C:9]([Br:8])[CH:10]=2)(=[O:17])=[O:16])[CH:19]=1)=[NH:27])([CH3:40])([CH3:39])[CH3:37]. Given the reactants FC(F)(F)C(O)=O.[Br:8][C:9]1[CH:10]=[C:11]([S:15]([C:18]2[CH:19]=[C:20]([C:25]([NH2:27])=[NH:26])[S:21][C:22]=2[S:23][CH3:24])(=[O:17])=[O:16])[CH:12]=[N:13][CH:14]=1.CCN(C(C)C)C(C)C.[CH3:37][C:38]([O:41][C:42](O[C:42]([O:41][C:38]([CH3:40])([CH3:39])[CH3:37])=[O:43])=[O:43])([CH3:40])[CH3:39], predict the reaction product. (3) Given the reactants [CH2:1]([O:3][C:4]1[CH:5]=[CH:6][C:7]([C:10]#[C:11][C:12]2[CH:29]=[CH:28][C:15]([O:16][CH2:17][C@@H:18]([NH:20][C:21](=[O:27])[O:22][C:23]([CH3:26])([CH3:25])[CH3:24])[CH3:19])=[CH:14][CH:13]=2)=[N:8][CH:9]=1)[CH3:2].[NH2:30]OS(C1C(C)=CC(C)=CC=1C)(=O)=O, predict the reaction product. The product is: [CH2:1]([O:3][C:4]1[CH:5]=[CH:6][C:7]2[N:8]([N:30]=[C:11]([C:12]3[CH:29]=[CH:28][C:15]([O:16][CH2:17][C@@H:18]([NH:20][C:21](=[O:27])[O:22][C:23]([CH3:24])([CH3:26])[CH3:25])[CH3:19])=[CH:14][CH:13]=3)[CH:10]=2)[CH:9]=1)[CH3:2]. (4) Given the reactants [CH3:1][C:2]1[O:6][N:5]=[C:4]([C:7]2[CH:12]=[CH:11][CH:10]=[CH:9][CH:8]=2)[C:3]=1[C:13]1[CH:21]=[CH:20][C:16]([C:17](O)=[O:18])=[CH:15][CH:14]=1.ON1C(=O)[CH2:26][CH2:25][C:24]1=[O:29].Cl.C([N:33]=C=NCCCN(C)C)C.C(OCC)(=O)C, predict the reaction product. The product is: [OH:29][CH2:24][C@@H:25]([NH:33][C:17](=[O:18])[C:16]1[CH:15]=[CH:14][C:13]([C:3]2[C:4]([C:7]3[CH:12]=[CH:11][CH:10]=[CH:9][CH:8]=3)=[N:5][O:6][C:2]=2[CH3:1])=[CH:21][CH:20]=1)[CH3:26]. (5) Given the reactants ClC1C(F)=NC=C(OCCC2OCCO2)C=1.CC(C)([O-])C.[K+].[CH3:23][N:24]1[CH:28]=[CH:27][C:26]([NH:29][C:30]2[C:39]3[C:34](=[CH:35][CH:36]=[C:37](O)[CH:38]=3)[N:33]=[CH:32][N:31]=2)=[N:25]1.[Cl-].[NH4+], predict the reaction product. The product is: [CH3:23][N:24]1[CH:28]=[CH:27][C:26]([NH:29][C:30]2[C:39]3[C:34](=[CH:35][CH:36]=[CH:37][CH:38]=3)[N:33]=[CH:32][N:31]=2)=[N:25]1. (6) Given the reactants [CH2:1]([O:8][C:9]([N:11]1[CH2:16][CH2:15][N:14]([CH2:17][C:18]([C:20]2[CH:21]=[C:22]3[C:26](=[CH:27][C:28]=2[O:29][CH2:30][C:31]2[CH:36]=[CH:35][CH:34]=[CH:33][CH:32]=2)[NH:25][CH:24]=[C:23]3[CH3:37])=[O:19])[CH2:13][CH2:12]1)=[O:10])[C:2]1[CH:7]=[CH:6][CH:5]=[CH:4][CH:3]=1, predict the reaction product. The product is: [CH2:1]([O:8][C:9]([N:11]1[CH2:16][CH2:15][N:14]([C:17]([C:18]([C:20]2[CH:21]=[C:22]3[C:26](=[CH:27][C:28]=2[O:29][CH2:30][C:31]2[CH:36]=[CH:35][CH:34]=[CH:33][CH:32]=2)[NH:25][CH:24]=[C:23]3[CH3:37])=[O:19])=[CH:9][N:11]([CH3:16])[CH3:12])[CH2:13][CH2:12]1)=[O:10])[C:2]1[CH:7]=[CH:6][CH:5]=[CH:4][CH:3]=1. (7) Given the reactants [Na].[Na].[Na].S(C1C=C(P(C2C=CC=C(S(O)(=O)=O)C=2)C2C=CC=C(S(O)(=O)=O)C=2)C=CC=1)(O)(=O)=O.[Cl:35][C:36]1[CH:41]=[CH:40][C:39](B(O)O)=[CH:38][C:37]=1[CH3:45].Br[C:47]1[CH:48]=[CH:49][C:50]([CH2:63][CH3:64])=[C:51]([CH:53]2[C:59](=[O:60])[CH:58]3[CH2:61][CH:55]([CH2:56][CH2:57]3)[C:54]2=[O:62])[CH:52]=1.P([O-])([O-])([O-])=O.[K+].[K+].[K+], predict the reaction product. The product is: [Cl:35][C:36]1[CH:41]=[CH:40][C:39]([C:47]2[CH:48]=[CH:49][C:50]([CH2:63][CH3:64])=[C:51]([CH:53]3[C:54](=[O:62])[CH:55]4[CH2:61][CH:58]([CH2:57][CH2:56]4)[C:59]3=[O:60])[CH:52]=2)=[CH:38][C:37]=1[CH3:45]. (8) Given the reactants P(Br)(Br)([Br:3])=O.O[CH2:7][C:8]1[CH:13]=[CH:12][C:11]([C:14]2[CH:15]=[C:16]3[C:21](=[C:22]([P:24](=[O:31])([O:28][CH2:29][CH3:30])[O:25][CH2:26][CH3:27])[CH:23]=2)[N:20]=[C:19]([CH3:32])[CH:18]=[CH:17]3)=[CH:10][CH:9]=1.O, predict the reaction product. The product is: [Br:3][CH2:7][C:8]1[CH:13]=[CH:12][C:11]([C:14]2[CH:15]=[C:16]3[C:21](=[C:22]([P:24](=[O:31])([O:28][CH2:29][CH3:30])[O:25][CH2:26][CH3:27])[CH:23]=2)[N:20]=[C:19]([CH3:32])[CH:18]=[CH:17]3)=[CH:10][CH:9]=1. (9) Given the reactants CN(C)C=O.C(Cl)(=O)C(Cl)=O.[CH3:12][N:13]([C:15](=[N:43][S:44]([CH3:47])(=[O:46])=[O:45])[C:16]1[CH:21]=[CH:20][C:19]([N:22]2[CH2:27][CH2:26][C:25]3[C:28]([C:39]([NH2:41])=O)=[N:29][N:30]([C:31]4[CH:36]=[CH:35][C:34]([O:37][CH3:38])=[CH:33][CH:32]=4)[C:24]=3[C:23]2=[O:42])=[CH:18][CH:17]=1)[CH3:14].N1C=CC=CC=1, predict the reaction product. The product is: [C:39]([C:28]1[C:25]2[CH2:26][CH2:27][N:22]([C:19]3[CH:20]=[CH:21][C:16]([C:15]([N:13]([CH3:14])[CH3:12])=[N:43][S:44]([CH3:47])(=[O:46])=[O:45])=[CH:17][CH:18]=3)[C:23](=[O:42])[C:24]=2[N:30]([C:31]2[CH:32]=[CH:33][C:34]([O:37][CH3:38])=[CH:35][CH:36]=2)[N:29]=1)#[N:41].